Dataset: Forward reaction prediction with 1.9M reactions from USPTO patents (1976-2016). Task: Predict the product of the given reaction. (1) Given the reactants [OH:1]/[N:2]=[C:3](\[NH2:21])/[C:4]1[CH:9]=[CH:8][C:7]([CH2:10][CH2:11][CH2:12][CH2:13][CH2:14][CH2:15][CH2:16][CH2:17][CH2:18][CH2:19][CH3:20])=[CH:6][CH:5]=1.[C:22]([C:24]1([C:27](O)=[O:28])[CH2:26][CH2:25]1)#[N:23], predict the reaction product. The product is: [C:22]([C:24]1([C:27]([O:1]/[N:2]=[C:3](\[NH2:21])/[C:4]2[CH:9]=[CH:8][C:7]([CH2:10][CH2:11][CH2:12][CH2:13][CH2:14][CH2:15][CH2:16][CH2:17][CH2:18][CH2:19][CH3:20])=[CH:6][CH:5]=2)=[O:28])[CH2:26][CH2:25]1)#[N:23]. (2) Given the reactants [F:1][CH:2]([CH2:13][CH2:14][C:15]1[N:16]=[N:17][C:18](I)=[CH:19][CH:20]=1)[CH2:3][N:4]1[CH:8]=[C:7]([C:9]([NH:11][CH3:12])=[O:10])[N:6]=[N:5]1.[F:22][CH:23]([F:35])[O:24][C:25]1[CH:30]=[CH:29][N:28]=[C:27]([CH2:31][C:32]([NH2:34])=[O:33])[CH:26]=1.CC1(C)C2C(=C(P(C3C=CC=CC=3)C3C=CC=CC=3)C=CC=2)OC2C(P(C3C=CC=CC=3)C3C=CC=CC=3)=CC=CC1=2.C([O-])([O-])=O.[Cs+].[Cs+], predict the reaction product. The product is: [F:35][CH:23]([F:22])[O:24][C:25]1[CH:30]=[CH:29][N:28]=[C:27]([CH2:31][C:32]([NH:34][C:18]2[N:17]=[N:16][C:15]([CH2:14][CH2:13][CH:2]([F:1])[CH2:3][N:4]3[CH:8]=[C:7]([C:9]([NH:11][CH3:12])=[O:10])[N:6]=[N:5]3)=[CH:20][CH:19]=2)=[O:33])[CH:26]=1. (3) Given the reactants [CH2:1]([N:3]([CH2:14][CH3:15])[C:4](=[O:13])[C:5]1[CH:10]=[CH:9][C:8]([I:11])=[C:7]([OH:12])[CH:6]=1)[CH3:2].C(=O)([O-])[O-].[K+].[K+].I[CH2:23][CH2:24][CH3:25], predict the reaction product. The product is: [CH2:14]([N:3]([CH2:1][CH3:2])[C:4](=[O:13])[C:5]1[CH:10]=[CH:9][C:8]([I:11])=[C:7]([O:12][CH2:23][CH2:24][CH3:25])[CH:6]=1)[CH3:15]. (4) Given the reactants Br[C:2]1[NH:21][C:5]2[N:6]=[CH:7][N:8]=[C:9]([NH:10][C:11]3[CH:20]=[CH:19][C:14]4[NH:15][C:16](=[O:18])[S:17][C:13]=4[CH:12]=3)[C:4]=2[CH:3]=1.[Cl:22][C:23]1[CH:28]=[CH:27][C:26]([S:29]([O-:31])=[O:30])=[CH:25][CH:24]=1.[Na+].CN(C)CCN, predict the reaction product. The product is: [Cl:22][C:23]1[CH:28]=[CH:27][C:26]([S:29]([C:2]2[NH:21][C:5]3[N:6]=[CH:7][N:8]=[C:9]([NH:10][C:11]4[CH:20]=[CH:19][C:14]5[NH:15][C:16](=[O:18])[S:17][C:13]=5[CH:12]=4)[C:4]=3[CH:3]=2)(=[O:31])=[O:30])=[CH:25][CH:24]=1. (5) Given the reactants COC1C=C(OC)C=CC=1C[N:6]([CH2:10][C@@H:11]1[O:15][C:14](=[O:16])[N:13]([C:17]2[CH:18]=[CH:19][C:20]3[CH2:26][CH2:25][CH2:24][CH2:23][CH2:22][C:21]=3[CH:27]=2)[CH2:12]1)[C:7](=[O:9])[CH3:8], predict the reaction product. The product is: [O:16]=[C:14]1[N:13]([C:17]2[CH:18]=[CH:19][C:20]3[CH2:26][CH2:25][CH2:24][CH2:23][CH2:22][C:21]=3[CH:27]=2)[CH2:12][C@H:11]([CH2:10][NH:6][C:7](=[O:9])[CH3:8])[O:15]1. (6) Given the reactants [Cl:1][C:2]1[CH:7]=[CH:6][C:5]([C@H:8]2[C@H:13]([OH:14])[C@@H:12]([OH:15])[C@H:11]([OH:16])[C@@H:10]([CH2:17]I)[O:9]2)=[CH:4][C:3]=1[CH2:19][C:20]1[CH:25]=[CH:24][C:23]([O:26][CH2:27][CH3:28])=[CH:22][CH:21]=1.C(=O)([O-])[O-].[Cs+].[Cs+].[CH3:35][O:36][C:37](=[O:46])[C:38]1[CH:43]=[CH:42][C:41]([F:44])=[C:40]([SH:45])[CH:39]=1, predict the reaction product. The product is: [CH3:35][O:36][C:37](=[O:46])[C:38]1[CH:43]=[CH:42][C:41]([F:44])=[C:40]([S:45][CH2:17][C@@H:10]2[C@@H:11]([OH:16])[C@H:12]([OH:15])[C@@H:13]([OH:14])[C@H:8]([C:5]3[CH:6]=[CH:7][C:2]([Cl:1])=[C:3]([CH2:19][C:20]4[CH:25]=[CH:24][C:23]([O:26][CH2:27][CH3:28])=[CH:22][CH:21]=4)[CH:4]=3)[O:9]2)[CH:39]=1. (7) The product is: [CH3:15][CH:14]([N:12]1[C:11]2[CH:10]=[CH:9][CH:8]=[CH:7][C:6]=2[C:5]2[C:13]1=[CH:1][CH:2]=[CH:3][CH:4]=2)[CH3:16]. Given the reactants [CH:1]1[C:13]2[NH:12][C:11]3[C:6](=[CH:7][CH:8]=[CH:9][CH:10]=3)[C:5]=2[CH:4]=[CH:3][CH:2]=1.[CH:14](Br)([CH3:16])[CH3:15], predict the reaction product. (8) Given the reactants [H-].[H-].[H-].[H-].[Li+].[Al+3].C[O:8][C:9](=O)[C:10]1[CH:15]=[CH:14][C:13]([CH2:16][O:17][CH3:18])=[N:12][C:11]=1[NH2:19].N, predict the reaction product. The product is: [NH2:19][C:11]1[C:10]([CH2:9][OH:8])=[CH:15][CH:14]=[C:13]([CH2:16][O:17][CH3:18])[N:12]=1.